From a dataset of Full USPTO retrosynthesis dataset with 1.9M reactions from patents (1976-2016). Predict the reactants needed to synthesize the given product. (1) Given the product [Cl:6][C:1]1[C:2](=[O:3])[N:10]([C:35]2[N:36]=[N:37][C:38]([CH3:41])=[CH:39][CH:40]=2)[CH:11]([C:24]2[CH:29]=[CH:28][C:27]([O:30][C:31]([F:32])([F:33])[F:34])=[CH:26][CH:25]=2)[C:12]=1[C:13](=[O:23])[C:14]1[CH:19]=[CH:18][C:17]([CH:20]([CH3:22])[CH3:21])=[CH:16][CH:15]=1, predict the reactants needed to synthesize it. The reactants are: [C:1]([Cl:6])(=O)[C:2](Cl)=[O:3].OC1C(=O)[N:10]([C:35]2[N:36]=[N:37][C:38]([CH3:41])=[CH:39][CH:40]=2)[CH:11]([C:24]2[CH:29]=[CH:28][C:27]([O:30][C:31]([F:34])([F:33])[F:32])=[CH:26][CH:25]=2)[C:12]=1[C:13](=[O:23])[C:14]1[CH:19]=[CH:18][C:17]([CH:20]([CH3:22])[CH3:21])=[CH:16][CH:15]=1. (2) Given the product [N+:8]([C:6]1[CH:5]=[C:4]([C:11]2[O:15][CH:14]=[N:13][CH:12]=2)[CH:3]=[C:2]([C:17]([CH3:21])=[CH2:16])[CH:7]=1)([O-:10])=[O:9], predict the reactants needed to synthesize it. The reactants are: Br[C:2]1[CH:3]=[C:4]([C:11]2[O:15][CH:14]=[N:13][CH:12]=2)[CH:5]=[C:6]([N+:8]([O-:10])=[O:9])[CH:7]=1.[CH3:16][C:17]1(C)[C:21](C)(C)OB(C(C)=C)O1.O.C(=O)([O-])[O-].[K+].[K+]. (3) Given the product [Br:46][C:47]1[CH:55]=[CH:54][CH:53]=[C:52]([CH3:56])[C:48]=1[C:49]([NH:1][CH:2]([C:3]1([N:8]([CH3:10])[CH3:9])[CH2:7][CH2:6][CH2:5][CH2:4]1)[C:11]1[CH:12]=[CH:13][CH:14]=[CH:15][CH:16]=1)=[O:50], predict the reactants needed to synthesize it. The reactants are: [NH2:1][CH:2]([C:11]1[CH:16]=[CH:15][CH:14]=[CH:13][CH:12]=1)[C:3]1([N:8]([CH3:10])[CH3:9])[CH2:7][CH2:6][CH2:5][CH2:4]1.ClC1C(C(F)(F)F)=CC=CC=1C(NC(C1(N(C)C)CCCC1)C1C=CC=CC=1)=O.[Br:46][C:47]1[CH:55]=[CH:54][CH:53]=[C:52]([CH3:56])[C:48]=1[C:49](O)=[O:50].ON1C2C=CC=CC=2N=N1.C1CCC(N=C=NC2CCCCC2)CC1. (4) Given the product [NH2:18][CH2:19][CH2:20][NH:21][CH:22]([C:26]1[CH:31]=[CH:30][CH:29]=[C:28]([O:32][CH3:33])[CH:27]=1)[C:23]([NH:1][C:2]1[CH:3]=[C:4]2[C:8](=[CH:9][CH:10]=1)[NH:7][N:6]=[CH:5]2)=[O:24], predict the reactants needed to synthesize it. The reactants are: [NH2:1][C:2]1[CH:3]=[C:4]2[C:8](=[CH:9][CH:10]=1)[NH:7][N:6]=[CH:5]2.C(OC([NH:18][CH2:19][CH2:20][NH:21][CH:22]([C:26]1[CH:31]=[CH:30][CH:29]=[C:28]([O:32][CH3:33])[CH:27]=1)[C:23](O)=[O:24])=O)(C)(C)C. (5) Given the product [Cl:12][C:5]1[C:4]2[C:9](=[CH:10][CH:11]=[C:2]([NH:20][S:17]([C:14]3([CH3:13])[CH2:16][CH2:15]3)(=[O:19])=[O:18])[CH:3]=2)[CH:8]=[N:7][CH:6]=1, predict the reactants needed to synthesize it. The reactants are: Br[C:2]1[CH:3]=[C:4]2[C:9](=[CH:10][CH:11]=1)[CH:8]=[N:7][CH:6]=[C:5]2[Cl:12].[CH3:13][C:14]1([S:17]([NH2:20])(=[O:19])=[O:18])[CH2:16][CH2:15]1.[O-]P([O-])([O-])=O.[K+].[K+].[K+].CC1(C)C2C(=C(P(C3C=CC=CC=3)C3C=CC=CC=3)C=CC=2)OC2C(P(C3C=CC=CC=3)C3C=CC=CC=3)=CC=CC1=2. (6) Given the product [Br:1][C:2]1[N:3]([CH2:19][CH2:20][CH2:21][CH:22]=[O:23])[C:4]2[C:9]([C:10]=1[CH2:11][C:12]1[CH:17]=[CH:16][C:15]([Cl:18])=[CH:14][CH:13]=1)=[CH:8][CH:7]=[CH:6][CH:5]=2, predict the reactants needed to synthesize it. The reactants are: [Br:1][C:2]1[N:3]([CH2:19][CH2:20][CH2:21][C:22](OCC)=[O:23])[C:4]2[C:9]([C:10]=1[CH2:11][C:12]1[CH:17]=[CH:16][C:15]([Cl:18])=[CH:14][CH:13]=1)=[CH:8][CH:7]=[CH:6][CH:5]=2.[H-].C([Al+]CC(C)C)C(C)C. (7) Given the product [Cl:32][C:30]1[CH:31]=[C:23]([NH:22][C:17]([C:10]2[CH:9]([C:6]3[CH:5]=[CH:4][C:3]([C:2]([F:20])([F:21])[F:1])=[CH:8][CH:7]=3)[CH2:14][C:13](=[O:15])[NH:12][C:11]=2[CH3:16])=[O:18])[CH:24]=[C:25]2[C:29]=1[NH:28][N:27]=[CH:26]2, predict the reactants needed to synthesize it. The reactants are: [F:1][C:2]([F:21])([F:20])[C:3]1[CH:8]=[CH:7][C:6]([CH:9]2[CH2:14][C:13](=[O:15])[NH:12][C:11]([CH3:16])=[C:10]2[C:17](O)=[O:18])=[CH:5][CH:4]=1.[NH2:22][C:23]1[CH:24]=[C:25]2[C:29](=[C:30]([Cl:32])[CH:31]=1)[NH:28][N:27]=[CH:26]2.C(Cl)CCl.CCN(CC)CC. (8) Given the product [CH2:1]([N:3]1[CH:7]=[C:6]([C:8]2[S:16][C:15]3[C:10](=[N:11][CH:12]=[CH:13][C:14]=3[O:17][C:18]3[CH:23]=[CH:22][C:21]([NH:24][C:76]([NH:75][C:73](=[O:74])[CH2:72][C:67]4[CH:68]=[CH:69][CH:70]=[CH:71][C:66]=4[O:65][CH3:64])=[S:77])=[CH:20][C:19]=3[F:25])[CH:9]=2)[N:5]=[CH:4]1)[CH3:2], predict the reactants needed to synthesize it. The reactants are: [CH2:1]([N:3]1[CH:7]=[C:6]([C:8]2[S:16][C:15]3[C:10](=[N:11][CH:12]=[CH:13][C:14]=3[O:17][C:18]3[CH:23]=[CH:22][C:21]([NH2:24])=[CH:20][C:19]=3[F:25])[CH:9]=2)[N:5]=[CH:4]1)[CH3:2].C(N1C=C(C2SC3C(=NC=CC=3OC3C=CC(NC(NC(=O)CC4C=CC=CC=4F)=S)=CC=3F)C=2)N=C1)C.[CH3:64][O:65][C:66]1[CH:71]=[CH:70][CH:69]=[CH:68][C:67]=1[CH2:72][C:73]([N:75]=[C:76]=[S:77])=[O:74]. (9) Given the product [CH:32]1(/[CH:38]=[C:39](\[C:42]2[S:43][C:44]([S:47]([CH3:50])(=[O:49])=[O:48])=[CH:45][CH:46]=2)/[CH2:40][OH:41])[CH2:37][CH2:36][CH2:35][CH2:34][CH2:33]1, predict the reactants needed to synthesize it. The reactants are: BrC1SC(S(C)(=O)=O)=CC=1.[F-].[Cs+].C1(C=C(B2OC(C)(C)C(C)(C)O2)CO)CCCCC1.[CH:32]1(/[CH:38]=[C:39](\[C:42]2[S:43][C:44]([S:47]([CH3:50])(=[O:49])=[O:48])=[CH:45][CH:46]=2)/[CH:40]=[O:41])[CH2:37][CH2:36][CH2:35][CH2:34][CH2:33]1.[BH4-].[Na+].